From a dataset of Catalyst prediction with 721,799 reactions and 888 catalyst types from USPTO. Predict which catalyst facilitates the given reaction. Reactant: [Si:1]([O:8][CH2:9][CH2:10][CH2:11][N:12]1[C:17](=[O:18])[C:16]2[C:19](C(C3C=CC(Cl)=CC=3)O)=[C:20](Cl)[N:21]=[CH:22][C:15]=2[N:14]([CH3:33])[C:13]1=[O:34])([C:4]([CH3:7])([CH3:6])[CH3:5])([CH3:3])[CH3:2].C([O-])([O-])=O.[Cs+].[Cs+].CN(C)CC(O)=O.[Cl:48][C:49]1[CH:50]=[C:51]([OH:55])[CH:52]=[CH:53][CH:54]=1. Product: [Si:1]([O:8][CH2:9][CH2:10][CH2:11][N:12]1[C:17](=[O:18])[C:16]2[CH:19]=[C:20]([O:55][C:51]3[CH:52]=[CH:53][CH:54]=[C:49]([Cl:48])[CH:50]=3)[N:21]=[CH:22][C:15]=2[N:14]([CH3:33])[C:13]1=[O:34])([C:4]([CH3:7])([CH3:6])[CH3:5])([CH3:2])[CH3:3]. The catalyst class is: 185.